From a dataset of Forward reaction prediction with 1.9M reactions from USPTO patents (1976-2016). Predict the product of the given reaction. (1) The product is: [CH3:19][C:13]1[C:12]([CH:21]([OH:22])[C:20]([O:24][CH2:25][CH3:26])=[O:23])=[CH:17][CH:16]=[C:15]([CH3:18])[N:14]=1. Given the reactants C([Mg]Cl)(C)C.[Li]CCCC.Br[C:12]1[C:13]([CH3:19])=[N:14][C:15]([CH3:18])=[CH:16][CH:17]=1.[C:20]([O:24][CH2:25][CH3:26])(=[O:23])[CH:21]=[O:22].C([O-])(O)=O.[Na+], predict the reaction product. (2) Given the reactants [NH2:1][C:2]1([C:17]2[CH:18]=[C:19]([C:23]3[CH:28]=[CH:27][CH:26]=[C:25]([O:29][CH3:30])[CH:24]=3)[CH:20]=[CH:21][CH:22]=2)[CH2:6][CH:5]([O:7][Si:8]([C:11]([CH3:14])([CH3:13])[CH3:12])([CH3:10])[CH3:9])[CH2:4][CH:3]1[CH2:15][OH:16].[C:31]([N:39]=[C:40]=[S:41])(=[O:38])[C:32]1[CH:37]=[CH:36][CH:35]=[CH:34][CH:33]=1, predict the reaction product. The product is: [Si:8]([O:7][CH:5]1[CH2:6][C:2]([NH:1][C:40]([NH:39][C:31](=[O:38])[C:32]2[CH:33]=[CH:34][CH:35]=[CH:36][CH:37]=2)=[S:41])([C:17]2[CH:18]=[C:19]([C:23]3[CH:28]=[CH:27][CH:26]=[C:25]([O:29][CH3:30])[CH:24]=3)[CH:20]=[CH:21][CH:22]=2)[CH:3]([CH2:15][OH:16])[CH2:4]1)([C:11]([CH3:13])([CH3:12])[CH3:14])([CH3:9])[CH3:10]. (3) Given the reactants [F:1][C:2]([F:31])([F:30])[C:3](O)(O)[CH:4]([O:11][C:12]1[CH:13]=[C:14]2[C:18](=[CH:19][CH:20]=1)[N:17]([C:21]1[CH:26]=[CH:25][C:24]([F:27])=[CH:23][CH:22]=1)[N:16]=[CH:15]2)[C:5]1[CH:10]=[CH:9][CH:8]=[CH:7][CH:6]=1.Cl.[NH2:33][OH:34], predict the reaction product. The product is: [F:1][C:2]([F:31])([F:30])[C:3](=[N:33][OH:34])[CH:4]([O:11][C:12]1[CH:13]=[C:14]2[C:18](=[CH:19][CH:20]=1)[N:17]([C:21]1[CH:26]=[CH:25][C:24]([F:27])=[CH:23][CH:22]=1)[N:16]=[CH:15]2)[C:5]1[CH:10]=[CH:9][CH:8]=[CH:7][CH:6]=1.